From a dataset of Forward reaction prediction with 1.9M reactions from USPTO patents (1976-2016). Predict the product of the given reaction. (1) Given the reactants [CH2:1]([NH:8][CH:9]([CH2:14][C:15]1[CH:20]=[CH:19][C:18]([N+:21]([O-:23])=[O:22])=[CH:17][CH:16]=1)[C:10]([NH:12][CH3:13])=[O:11])[C:2]1[CH:7]=[CH:6][CH:5]=[CH:4][CH:3]=1.[C:24](Cl)(=[O:26])[CH3:25], predict the reaction product. The product is: [C:24]([N:8]([CH2:1][C:2]1[CH:3]=[CH:4][CH:5]=[CH:6][CH:7]=1)[C@@H:9]([CH2:14][C:15]1[CH:16]=[CH:17][C:18]([N+:21]([O-:23])=[O:22])=[CH:19][CH:20]=1)[C:10]([NH:12][CH3:13])=[O:11])(=[O:26])[CH3:25]. (2) Given the reactants [CH2:1]([O:3][C:4]([N:6]1[C:15]2[C:10](=[CH:11][C:12]([C:16]([F:19])([F:18])[F:17])=[CH:13][CH:14]=2)[CH:9]([CH:20]([C:23]2[CH:28]=[C:27]([C:29]([F:32])([F:31])[F:30])[CH:26]=[C:25]([C:33]([F:36])([F:35])[F:34])[CH:24]=2)[CH2:21][OH:22])[CH2:8][CH:7]1[CH2:37][CH3:38])=[O:5])[CH3:2].C(N(CC)CC)C.[C:46](Cl)(=[O:48])[CH3:47], predict the reaction product. The product is: [CH2:1]([O:3][C:4]([N:6]1[C:15]2[C:10](=[CH:11][C:12]([C:16]([F:17])([F:18])[F:19])=[CH:13][CH:14]=2)[CH:9]([CH:20]([C:23]2[CH:24]=[C:25]([C:33]([F:34])([F:36])[F:35])[CH:26]=[C:27]([C:29]([F:30])([F:31])[F:32])[CH:28]=2)[CH2:21][O:22][C:46](=[O:48])[CH3:47])[CH2:8][CH:7]1[CH2:37][CH3:38])=[O:5])[CH3:2]. (3) Given the reactants [F:1][C:2]([F:18])([F:17])[CH2:3][C:4](=O)[CH2:5][C:6]([O:8][CH2:9][C:10]1[CH:15]=[CH:14][CH:13]=[CH:12][CH:11]=1)=[O:7].C([O-])(=O)C.[NH4+:23], predict the reaction product. The product is: [NH2:23]/[C:4](/[CH2:3][C:2]([F:18])([F:17])[F:1])=[CH:5]/[C:6]([O:8][CH2:9][C:10]1[CH:15]=[CH:14][CH:13]=[CH:12][CH:11]=1)=[O:7]. (4) Given the reactants [Br:1][C:2]1[C:3]([F:21])=[C:4]2[CH:10]=[CH:9][N:8]([Si](C(C)C)(C(C)C)C(C)C)[C:5]2=[N:6][CH:7]=1.CCCC[N+](CCCC)(CCCC)CCCC.[F-], predict the reaction product. The product is: [Br:1][C:2]1[C:3]([F:21])=[C:4]2[CH:10]=[CH:9][NH:8][C:5]2=[N:6][CH:7]=1. (5) Given the reactants [CH2:1]([N:8]1[C:13](=[O:14])[C:12]([C:15](O)=[O:16])=[C:11]([CH3:18])[N:10]=[C:9]1[C@@:19]([N:23]([CH2:33][CH2:34][CH2:35][NH:36]C(OC(C)(C)C)=O)[C:24]([C:26]1[CH:31]=[CH:30][C:29]([CH3:32])=[CH:28][CH:27]=1)=[O:25])([CH3:22])[CH2:20][CH3:21])[C:2]1[CH:7]=[CH:6][CH:5]=[CH:4][CH:3]=1.C(Cl)CCl.C1C=CC2N(O)N=NC=2C=1.[CH2:58]([NH2:60])[CH3:59].C(O)(C(F)(F)F)=O, predict the reaction product. The product is: [CH2:58]([NH:60][C:15]([C:12]1[C:13](=[O:14])[N:8]([CH2:1][C:2]2[CH:3]=[CH:4][CH:5]=[CH:6][CH:7]=2)[C:9]([C@@:19]([N:23]([CH2:33][CH2:34][CH2:35][NH2:36])[C:24]([C:26]2[CH:31]=[CH:30][C:29]([CH3:32])=[CH:28][CH:27]=2)=[O:25])([CH3:22])[CH2:20][CH3:21])=[N:10][C:11]=1[CH3:18])=[O:16])[CH3:59]. (6) Given the reactants C1C(=O)N([Br:8])C(=O)C1.[Cl:9][C:10]1[CH:18]=[CH:17][C:13]([C:14]([OH:16])=[O:15])=[CH:12][C:11]=1[C:19]1[CH:20]=[C:21]2[CH:27]=[C:26]([C:28]3[CH:33]=[CH:32][C:31]([F:34])=[CH:30][CH:29]=3)[O:25][C:22]2=[N:23][CH:24]=1, predict the reaction product. The product is: [Br:8][C:27]1[C:21]2[C:22](=[N:23][CH:24]=[C:19]([C:11]3[CH:12]=[C:13]([CH:17]=[CH:18][C:10]=3[Cl:9])[C:14]([OH:16])=[O:15])[CH:20]=2)[O:25][C:26]=1[C:28]1[CH:33]=[CH:32][C:31]([F:34])=[CH:30][CH:29]=1.